Task: Predict the reactants needed to synthesize the given product.. Dataset: Full USPTO retrosynthesis dataset with 1.9M reactions from patents (1976-2016) (1) The reactants are: [CH3:1][S:2]([NH:5][C:6]1[CH:7]=[C:8]([C:22](OC)=[O:23])[C:9]([C:12]2[CH:17]=[CH:16][C:15]([C:18]([F:21])([F:20])[F:19])=[CH:14][CH:13]=2)=[CH:10][CH:11]=1)(=[O:4])=[O:3].[H-].[Al+3].[Li+].[H-].[H-].[H-]. Given the product [OH:23][CH2:22][C:8]1[CH:7]=[C:6]([NH:5][S:2]([CH3:1])(=[O:4])=[O:3])[CH:11]=[CH:10][C:9]=1[C:12]1[CH:17]=[CH:16][C:15]([C:18]([F:21])([F:19])[F:20])=[CH:14][CH:13]=1, predict the reactants needed to synthesize it. (2) Given the product [CH2:39]([NH:40][C:2]1[CH:3]=[C:4]2[C:8](=[CH:9][C:10]=1[N+:11]([O-:13])=[O:12])[N:7]([C:14]([C:27]1[CH:32]=[CH:31][CH:30]=[CH:29][CH:28]=1)([C:21]1[CH:26]=[CH:25][CH:24]=[CH:23][CH:22]=1)[C:15]1[CH:20]=[CH:19][CH:18]=[CH:17][CH:16]=1)[N:6]=[CH:5]2)[C:33]1[CH:38]=[CH:37][CH:36]=[CH:35][CH:34]=1, predict the reactants needed to synthesize it. The reactants are: Br[C:2]1[CH:3]=[C:4]2[C:8](=[CH:9][C:10]=1[N+:11]([O-:13])=[O:12])[N:7]([C:14]([C:27]1[CH:32]=[CH:31][CH:30]=[CH:29][CH:28]=1)([C:21]1[CH:26]=[CH:25][CH:24]=[CH:23][CH:22]=1)[C:15]1[CH:20]=[CH:19][CH:18]=[CH:17][CH:16]=1)[N:6]=[CH:5]2.[C:33]1([CH2:39][NH2:40])[CH:38]=[CH:37][CH:36]=[CH:35][CH:34]=1.CC1(C)C2C(=C(P(C3C=CC=CC=3)C3C=CC=CC=3)C=CC=2)OC2C(P(C3C=CC=CC=3)C3C=CC=CC=3)=CC=CC1=2.C([O-])([O-])=O.[Cs+].[Cs+].